This data is from Reaction yield outcomes from USPTO patents with 853,638 reactions. The task is: Predict the reaction yield, written as a fraction of the theoretical maximum amount of product (1.0 means a 100% yield; for example, 0.34 means a 34% yield). (1) The reactants are Br[C:2]1[CH:3]=[C:4]([CH2:8][O:9][C:10]2[CH:15]=[CH:14][C:13]([CH2:16][CH2:17][C:18]([O:20][CH3:21])=[O:19])=[CH:12][CH:11]=2)[CH:5]=[CH:6][CH:7]=1.[N:22]1[CH:27]=[CH:26][CH:25]=[CH:24][C:23]=1[Sn](C)(C)C.O. The catalyst is CN(C)C=O. The product is [N:22]1[CH:27]=[CH:26][CH:25]=[CH:24][C:23]=1[C:2]1[CH:3]=[C:4]([CH2:8][O:9][C:10]2[CH:15]=[CH:14][C:13]([CH2:16][CH2:17][C:18]([O:20][CH3:21])=[O:19])=[CH:12][CH:11]=2)[CH:5]=[CH:6][CH:7]=1. The yield is 0.350. (2) The reactants are [F:1][C:2]([F:18])([F:17])[CH:3]([C:5]1[CH:10]=[CH:9][CH:8]=[CH:7][C:6]=1[C:11]1[CH:15]=[C:14]([CH3:16])[S:13][CH:12]=1)[OH:4].[NH2:19][C:20]1[N:25]=[C:24](Cl)[CH:23]=[C:22]([Cl:27])[N:21]=1.C(=O)([O-])[O-].[Cs+].[Cs+].O1CCOCC1. The product is [Cl:27][C:22]1[CH:23]=[C:24]([O:4][CH:3]([C:5]2[CH:10]=[CH:9][CH:8]=[CH:7][C:6]=2[C:11]2[CH:15]=[C:14]([CH3:16])[S:13][CH:12]=2)[C:2]([F:1])([F:17])[F:18])[N:25]=[C:20]([NH2:19])[N:21]=1. The yield is 0.680. The catalyst is C(OCC)(=O)C. (3) The reactants are [NH2:1][C:2]1[C:17]([CH3:18])=[CH:16][C:15](Br)=[CH:14][C:3]=1[C:4]([O:6][CH2:7][C:8]1[CH:13]=[CH:12][CH:11]=[CH:10][CH:9]=1)=[O:5].[Cu](C#N)[C:21]#[N:22]. The catalyst is CN1CCCC1=O. The product is [NH2:1][C:2]1[C:17]([CH3:18])=[CH:16][C:15]([C:21]#[N:22])=[CH:14][C:3]=1[C:4]([O:6][CH2:7][C:8]1[CH:13]=[CH:12][CH:11]=[CH:10][CH:9]=1)=[O:5]. The yield is 0.479. (4) The reactants are [CH3:1][O:2][C:3]([C:5]1[C:6]([CH3:15])=[N:7][C:8]([CH3:14])=[C:9]([CH:13]=1)[C:10](O)=[O:11])=[O:4].B.C1COCC1.CC(O)=O.O.C([O-])(O)=O.[Na+]. The catalyst is C1COCC1.O.CCOC(C)=O. The product is [OH:11][CH2:10][C:9]1[C:8]([CH3:14])=[N:7][C:6]([CH3:15])=[C:5]([CH:13]=1)[C:3]([O:2][CH3:1])=[O:4]. The yield is 0.710. (5) The reactants are [CH3:1][C:2]1[C:7]([CH3:8])=[CH:6][CH:5]=[C:4]([CH3:9])[C:3]=1[OH:10].[S-:11][C:12]#[N:13].[NH4+]. The catalyst is CO. The product is [CH3:8][C:7]1[C:2]([CH3:1])=[C:3]([OH:10])[C:4]([CH3:9])=[CH:5][C:6]=1[S:11][C:12]#[N:13]. The yield is 0.970. (6) The reactants are [Br:1][C:2]1[C:3]([C:12]2[S:13][C:14]3[CH:15]=[N:16][CH:17]=[CH:18][C:19]=3[N:20]=2)=[N:4][C:5](S(C)(=O)=O)=[N:6][CH:7]=1.[NH2:21][CH2:22][CH2:23][N:24]1[C:28]([CH3:30])([CH3:29])[C:27](=[O:31])[NH:26][C:25]1=[O:32].C(N(CC)C(C)C)(C)C. The catalyst is C(O)(C)C. The product is [Br:1][C:2]1[C:3]([C:12]2[S:13][C:14]3[CH:15]=[N:16][CH:17]=[CH:18][C:19]=3[N:20]=2)=[N:4][C:5]([NH:21][CH2:22][CH2:23][N:24]2[C:28]([CH3:29])([CH3:30])[C:27](=[O:31])[NH:26][C:25]2=[O:32])=[N:6][CH:7]=1. The yield is 0.0500. (7) The reactants are [CH3:1][N:2]([C:6]1[CH:11]=[CH:10][C:9]([C:12]2[N:16]=[CH:15][N:14]([C:17]3[CH:22]=[CH:21][C:20]([O:23][C:24]([F:27])([F:26])[F:25])=[CH:19][CH:18]=3)[N:13]=2)=[CH:8][CH:7]=1)[C:3]([NH2:5])=[S:4].C(N(CC)CC)C.[C:35](Cl)(=[O:39])[C:36](Cl)=[O:37]. The catalyst is CCOC(C)=O. The product is [CH3:1][N:2]([C:6]1[CH:11]=[CH:10][C:9]([C:12]2[N:16]=[CH:15][N:14]([C:17]3[CH:22]=[CH:21][C:20]([O:23][C:24]([F:27])([F:25])[F:26])=[CH:19][CH:18]=3)[N:13]=2)=[CH:8][CH:7]=1)[C:3]1[S:4][C:35](=[O:39])[C:36](=[O:37])[N:5]=1. The yield is 0.920.